From a dataset of KCNQ2 potassium channel screen with 302,405 compounds. Binary Classification. Given a drug SMILES string, predict its activity (active/inactive) in a high-throughput screening assay against a specified biological target. (1) The molecule is Fc1c(n2nc(c(CN(CCOC)C)c2)c2c(cccc2)C)ccc(F)c1. The result is 0 (inactive). (2) The compound is O=C(c1n(CC(=O)NCc2ccccc2)ccc1)c1c(cccc1)C. The result is 0 (inactive). (3) The molecule is O1C2(N(C(=O)NC(C2)c2c1cccc2)c1ccc(C(=O)N2CCN(CC2)c2cc(OC)ccc2)cc1)C. The result is 0 (inactive). (4) The result is 0 (inactive). The compound is Brc1ccc(C(/O)=C2\C(N(C(=O)C2=O)C)c2ccc(N(C)C)cc2)cc1. (5) The drug is S(C(C(=O)Nc1c2c(ccc1)cccc2)C)c1o\c([nH]n1)=C1/C=CC(=O)C=C1. The result is 0 (inactive). (6) The compound is S(CC(=O)N(c1c(n(Cc2ccccc2)c(=O)[nH]c1=O)N)C)c1n(c(nn1)c1c(cccc1)C)C. The result is 0 (inactive). (7) The drug is Clc1c(NC(=O)CN(S(=O)(=O)C)c2cc(OC)c(OC)cc2)cc(cc1)C(OC)=O. The result is 0 (inactive). (8) The compound is O=c1n(Cc2c(cccc2)C)c(cc(c1C#N)C)C. The result is 0 (inactive). (9) The compound is Clc1cc(NC(=O)CSc2nc3C4CCN(CC4)c3cc2C#N)cc(Cl)c1. The result is 0 (inactive). (10) The molecule is S1c2c(C(N3CCN(CC3)C)Cc3c1cc(F)cc3)cc(SC)cc2. The result is 0 (inactive).